From a dataset of Full USPTO retrosynthesis dataset with 1.9M reactions from patents (1976-2016). Predict the reactants needed to synthesize the given product. (1) Given the product [CH3:25][O:24][C:22](=[O:23])[CH2:21][N:4]1[C:5]([C:6]2[CH:13]=[CH:12][CH:11]=[C:8]([C:9]#[N:10])[CH:7]=2)=[N:1][N:2]=[N:3]1, predict the reactants needed to synthesize it. The reactants are: [NH:1]1[C:5]([C:6]2[CH:7]=[C:8]([CH:11]=[CH:12][CH:13]=2)[C:9]#[N:10])=[N:4][N:3]=[N:2]1.C(=O)([O-])[O-].[Na+].[Na+].Br[CH2:21][C:22]([O:24][CH3:25])=[O:23]. (2) Given the product [F:2][C:3]1[CH:4]=[C:5]([S:9]([C:12]2[CH:13]=[C:14]3[C:19](=[CH:20][CH:21]=2)[C@H:18]([CH2:22][NH:23][C:25]([NH2:26])=[O:24])[CH2:17][CH2:16][CH2:15]3)(=[O:11])=[O:10])[CH:6]=[CH:7][CH:8]=1, predict the reactants needed to synthesize it. The reactants are: Cl.[F:2][C:3]1[CH:4]=[C:5]([S:9]([C:12]2[CH:13]=[C:14]3[C:19](=[CH:20][CH:21]=2)[CH:18]([CH2:22][NH2:23])[CH2:17][CH2:16][CH2:15]3)(=[O:11])=[O:10])[CH:6]=[CH:7][CH:8]=1.[O-:24][C:25]#[N:26].[K+]. (3) The reactants are: [CH3:1][O:2][C:3](=[O:19])[C:4]1[CH:9]=[C:8](I)[C:7]([C:11]([F:14])([F:13])[F:12])=[CH:6][C:5]=1[NH:15][C:16](=[O:18])[CH3:17].C([Sn](CCCC)(CCCC)[C:25]1[CH:26]=[C:27]([CH:30]=[CH:31][CH:32]=1)[C:28]#[N:29])CCC. Given the product [CH3:1][O:2][C:3]([C:4]1[CH:9]=[C:8]([C:25]2[CH:32]=[CH:31][CH:30]=[C:27]([C:28]#[N:29])[CH:26]=2)[C:7]([C:11]([F:14])([F:13])[F:12])=[CH:6][C:5]=1[NH:15][C:16](=[O:18])[CH3:17])=[O:19], predict the reactants needed to synthesize it. (4) Given the product [CH3:1][C:2]1[N:7]=[CH:6][C:5]([CH2:8][CH2:9][NH:11][C:12]2[CH:13]=[CH:14][C:15]([CH3:18])=[CH:16][CH:17]=2)=[CH:4][CH:3]=1, predict the reactants needed to synthesize it. The reactants are: [CH3:1][C:2]1[N:7]=[CH:6][C:5]([CH2:8][C:9]([NH:11][C:12]2[CH:17]=[CH:16][C:15]([CH3:18])=[CH:14][CH:13]=2)=O)=[CH:4][CH:3]=1.[H-].[H-].[H-].[H-].[Li+].[Al+3].C(OCC)C. (5) Given the product [NH2:8][C:7]1[N:6]([CH3:9])[C:5](=[O:10])[N:4]([CH2:11][C:12]2[CH:17]=[CH:16][C:15]([O:18][CH3:19])=[CH:14][CH:13]=2)[C:3](=[O:20])[C:2]=1[NH:1][C:31](=[O:32])[CH2:30][C:26]1[CH:27]=[CH:28][CH:29]=[C:24]([O:23][C:22]([F:34])([F:21])[F:35])[CH:25]=1, predict the reactants needed to synthesize it. The reactants are: [NH2:1][C:2]1[C:3](=[O:20])[N:4]([CH2:11][C:12]2[CH:17]=[CH:16][C:15]([O:18][CH3:19])=[CH:14][CH:13]=2)[C:5](=[O:10])[N:6]([CH3:9])[C:7]=1[NH2:8].[F:21][C:22]([F:35])([F:34])[O:23][C:24]1[CH:25]=[C:26]([CH2:30][C:31](O)=[O:32])[CH:27]=[CH:28][CH:29]=1.CCN=C=NCCCN(C)C. (6) Given the product [CH3:1][N:2]1[CH2:15][CH2:14][C:5]2[N:6]([CH2:20][CH:19]([C:21]3[CH:26]=[CH:25][N:24]=[CH:23][CH:22]=3)[OH:18])[C:7]3[C:8]([CH3:13])=[CH:9][CH:10]=[CH:11][C:12]=3[C:4]=2[CH2:3]1, predict the reactants needed to synthesize it. The reactants are: [CH3:1][N:2]1[CH2:15][CH2:14][C:5]2[NH:6][C:7]3[C:8]([CH3:13])=[CH:9][CH:10]=[CH:11][C:12]=3[C:4]=2[CH2:3]1.[H-].[Na+].[O:18]1[CH2:20][CH:19]1[C:21]1[CH:26]=[CH:25][N:24]=[CH:23][CH:22]=1.